Dataset: Reaction yield outcomes from USPTO patents with 853,638 reactions. Task: Predict the reaction yield, written as a fraction of the theoretical maximum amount of product (1.0 means a 100% yield; for example, 0.34 means a 34% yield). The reactants are N#N.[H-].[Na+].[F:5][C:6]1[CH:11]=[CH:10][C:9]([CH:12]([N:15]([CH3:17])[CH3:16])[C:13]#N)=[CH:8][CH:7]=1.[F:18][C:19]([F:29])([F:28])[C:20]1[CH:27]=[CH:26][C:23](CCl)=[CH:22][CH:21]=1. The catalyst is O.CN(C)C=O. The product is [F:5][C:6]1[CH:11]=[CH:10][C:9]([C:12]([N:15]([CH3:17])[CH3:16])=[CH:13][C:23]2[CH:26]=[CH:27][C:20]([C:19]([F:29])([F:28])[F:18])=[CH:21][CH:22]=2)=[CH:8][CH:7]=1. The yield is 0.883.